From a dataset of Catalyst prediction with 721,799 reactions and 888 catalyst types from USPTO. Predict which catalyst facilitates the given reaction. (1) The catalyst class is: 2. Reactant: [CH:1]1([CH:7]=O)[CH2:6][CH2:5][CH2:4][CH2:3][CH2:2]1.Cl.[CH2:10]([NH:12]CC)[CH3:11].C(O)(=O)C.[OH-].[Na+]. Product: [CH:1]1([CH2:7][NH:12][CH2:10][CH3:11])[CH2:6][CH2:5][CH2:4][CH2:3][CH2:2]1. (2) Reactant: [C:1](/[N:3]=[C:4](\SC)/[NH:5][C:6]1[CH:11]=[C:10]([Cl:12])[C:9]([C:13]#[C:14][C:15]([CH3:18])([CH3:17])[CH3:16])=[C:8]([Cl:19])[CH:7]=1)#[N:2].[NH2:22][NH2:23]. Product: [Cl:12][C:10]1[CH:11]=[C:6]([NH:5][C:4]2[N:3]=[C:1]([NH2:2])[NH:23][N:22]=2)[CH:7]=[C:8]([Cl:19])[C:9]=1[C:13]#[C:14][C:15]([CH3:18])([CH3:17])[CH3:16]. The catalyst class is: 8.